The task is: Predict the reactants needed to synthesize the given product.. This data is from Full USPTO retrosynthesis dataset with 1.9M reactions from patents (1976-2016). (1) Given the product [CH:3]1[CH:2]=[CH:14][CH:13]=[C:12]2[C:4]=1[C:5]1[CH:6]=[C:7]3[C:29]4[CH:28]=[CH:27][CH:26]=[CH:25][C:24]=4[NH:23][C:8]3=[C:9]([O:15][CH2:16][CH2:17][N:18]([CH2:19][CH3:20])[CH2:21][CH3:22])[C:10]=1[NH:11]2, predict the reactants needed to synthesize it. The reactants are: Br[C:2]1[CH:3]=[C:4]2[C:12](=[CH:13][CH:14]=1)[NH:11][C:10]1[C:9]([O:15][CH2:16][CH2:17][N:18]([CH2:21][CH3:22])[CH2:19][CH3:20])=[C:8]3[NH:23][C:24]4[CH:25]=[CH:26][C:27](Br)=[CH:28][C:29]=4[C:7]3=[CH:6][C:5]2=1. (2) The reactants are: [NH2:1][C:2]1[C:7]([C:8]#[N:9])=[C:6]([C:10]2[CH:15]=[CH:14][CH:13]=[CH:12][CH:11]=2)[C:5]([C:16]#[N:17])=[C:4](Cl)[N:3]=1.CC(C)([O-])C.[K+].[OH:25][CH2:26][C:27]1[CH:32]=[CH:31][N:30]=[CH:29][CH:28]=1. Given the product [NH2:1][C:2]1[C:7]([C:8]#[N:9])=[C:6]([C:10]2[CH:15]=[CH:14][CH:13]=[CH:12][CH:11]=2)[C:5]([C:16]#[N:17])=[C:4]([O:25][CH2:26][C:27]2[CH:32]=[CH:31][N:30]=[CH:29][CH:28]=2)[N:3]=1, predict the reactants needed to synthesize it. (3) Given the product [CH2:10]([C:14]1[CH:15]=[CH:16][C:17]([C:20]#[C:21][C:2]2[CH:9]=[CH:8][C:5]([CH:6]=[O:7])=[CH:4][CH:3]=2)=[CH:18][CH:19]=1)[CH2:11][CH2:12][CH3:13], predict the reactants needed to synthesize it. The reactants are: Br[C:2]1[CH:9]=[CH:8][C:5]([CH:6]=[O:7])=[CH:4][CH:3]=1.[CH2:10]([C:14]1[CH:19]=[CH:18][C:17]([C:20]#[CH:21])=[CH:16][CH:15]=1)[CH2:11][CH2:12][CH3:13].CCN(CC)CC.C1C=CC(P(C2C=CC=CC=2)C2C=CC=CC=2)=CC=1.N#N. (4) Given the product [CH2:11]1[C:12]2[C:8](=[CH:7][C:6]([NH:5][C:17](=[O:19])[CH:16]=[N:3][OH:4])=[CH:14][CH:13]=2)[CH2:9][CH2:10]1, predict the reactants needed to synthesize it. The reactants are: Cl.Cl.[NH2:3][OH:4].[NH2:5][C:6]1[CH:7]=[C:8]2[C:12](=[CH:13][CH:14]=1)[CH2:11][CH2:10][CH2:9]2.Cl[C:16](Cl)(Cl)[CH:17]([OH:19])O.[O-]S([O-])(=O)=O.[Na+].[Na+]. (5) Given the product [C:13]1([C@@H:19]2[N:20]([C:2]3[CH:12]=[CH:11][C:5]4[O:6][CH2:7][C:8](=[O:10])[NH:9][C:4]=4[CH:3]=3)[CH2:21][CH2:22][O:23][CH2:24]2)[CH:14]=[CH:15][CH:16]=[CH:17][CH:18]=1, predict the reactants needed to synthesize it. The reactants are: Br[C:2]1[CH:12]=[CH:11][C:5]2[O:6][CH2:7][C:8](=[O:10])[NH:9][C:4]=2[CH:3]=1.[C:13]1([C@H:19]2[CH2:24][O:23][CH2:22][CH2:21][NH:20]2)[CH:18]=[CH:17][CH:16]=[CH:15][CH:14]=1.C[Si]([N-][Si](C)(C)C)(C)C.[Li+].[Cl-].[NH4+]. (6) Given the product [CH:12]([NH:11][C:13](=[CH:3][C:4]1[CH:9]=[CH:8][CH:7]=[CH:6][CH:5]=1)[C:14]([O:16][CH2:17][CH3:18])=[O:15])=[O:21], predict the reactants needed to synthesize it. The reactants are: [H-].[Na+].[CH:3](=O)[C:4]1[CH:9]=[CH:8][CH:7]=[CH:6][CH:5]=1.[N+:11]([CH2:13][C:14]([O:16][CH2:17][CH3:18])=[O:15])#[C-:12].C(O)(=[O:21])C.